The task is: Predict the reaction yield, written as a fraction of the theoretical maximum amount of product (1.0 means a 100% yield; for example, 0.34 means a 34% yield).. This data is from Reaction yield outcomes from USPTO patents with 853,638 reactions. (1) The reactants are [CH3:1][NH:2][C:3](=O)[CH2:4][NH:5][C:6]([C:8]1[CH:9]=[N:10][CH:11]=[CH:12][CH:13]=1)=[S:7].C(#N)C.P(Cl)(Cl)(Cl)=O. The product is [CH3:1][NH:2][C:3]1[S:7][C:6]([C:8]2[CH:9]=[N:10][CH:11]=[CH:12][CH:13]=2)=[N:5][CH:4]=1. The yield is 0.750. The catalyst is C(OCC)(=O)C. (2) The reactants are [H-].[Na+].[CH2:3]1[CH2:16][O:15][C:14]2[CH:13]=[C:12]3[C:7]([C:8]([C:18]4[CH:23]=[CH:22][CH:21]=[CH:20][CH:19]=4)=[N:9][C:10](=[O:17])[NH:11]3)=[CH:6][C:5]=2[O:4]1.I[CH:25]([CH3:27])[CH3:26]. The catalyst is CN(C=O)C. The product is [CH2:3]1[CH2:16][O:15][C:14]2[CH:13]=[C:12]3[C:7]([C:8]([C:18]4[CH:23]=[CH:22][CH:21]=[CH:20][CH:19]=4)=[N:9][C:10]([O:17][CH:25]([CH3:27])[CH3:26])=[N:11]3)=[CH:6][C:5]=2[O:4]1. The yield is 0.830. (3) The reactants are [NH2:1][C:2]1[C:11](Cl)=[N:10][C:9]2[C:4](=[CH:5][C:6]([CH3:14])=[C:7]([CH3:13])[CH:8]=2)[N:3]=1.[CH3:15][O-:16].[Na+]. The catalyst is O1CCCC1.CO. The product is [NH2:1][C:2]1[C:11]([O:16][CH3:15])=[N:10][C:9]2[C:4](=[CH:5][C:6]([CH3:14])=[C:7]([CH3:13])[CH:8]=2)[N:3]=1. The yield is 0.940. (4) The reactants are [C:1]([O:5][C:6]([N:8]1[CH2:12][CH2:11][CH2:10][CH:9]1[C:13]1[NH:17][C:16]2[CH:18]=[C:19]([C:22]#[CH:23])[CH:20]=[CH:21][C:15]=2[N:14]=1)=[O:7])([CH3:4])([CH3:3])[CH3:2].[I:24][C:25]1[CH:30]=[CH:29][C:28](I)=[CH:27][CH:26]=1.C(N(CC)CC)C. The catalyst is CN(C=O)C.C(OCC)(=O)C.C1C=CC([P]([Pd]([P](C2C=CC=CC=2)(C2C=CC=CC=2)C2C=CC=CC=2)([P](C2C=CC=CC=2)(C2C=CC=CC=2)C2C=CC=CC=2)[P](C2C=CC=CC=2)(C2C=CC=CC=2)C2C=CC=CC=2)(C2C=CC=CC=2)C2C=CC=CC=2)=CC=1.[Cu]I. The product is [C:1]([O:5][C:6]([N:8]1[CH2:12][CH2:11][CH2:10][CH:9]1[C:13]1[NH:17][C:16]2[CH:18]=[C:19]([C:22]#[C:23][C:28]3[CH:29]=[CH:30][C:25]([I:24])=[CH:26][CH:27]=3)[CH:20]=[CH:21][C:15]=2[N:14]=1)=[O:7])([CH3:4])([CH3:3])[CH3:2]. The yield is 0.750. (5) The reactants are C(Cl)Cl.[CH3:4][C:5]([N+:11]([O-:13])=[O:12])([CH3:10])[CH2:6][CH2:7][CH2:8][OH:9].C(N(CC)CC)C.[CH3:21][S:22](Cl)(=[O:24])=[O:23]. The catalyst is O. The product is [CH3:21][S:22]([O:9][CH2:8][CH2:7][CH2:6][C:5]([CH3:10])([N+:11]([O-:13])=[O:12])[CH3:4])(=[O:24])=[O:23]. The yield is 0.780. (6) The reactants are [C:1]1([C:7]([CH2:24][CH2:25][CH3:26])([CH2:21][CH2:22][CH3:23])[C:8]([CH:10]([C:16](OCC)=[O:17])[C:11]([O:13][CH2:14][CH3:15])=[O:12])=[O:9])[CH:6]=[CH:5][CH:4]=[CH:3][CH:2]=1.S(=O)(=O)(O)O. The catalyst is O. The product is [OH:17][C:16]1[C:6]2[C:1](=[CH:2][CH:3]=[CH:4][CH:5]=2)[C:7]([CH2:24][CH2:25][CH3:26])([CH2:21][CH2:22][CH3:23])[C:8](=[O:9])[C:10]=1[C:11]([O:13][CH2:14][CH3:15])=[O:12]. The yield is 0.440. (7) The reactants are [F:1][C:2]([F:16])([F:15])[C:3]1[C:4]([N:9]2[CH2:14][CH2:13][NH:12][CH2:11][CH2:10]2)=[N:5][CH:6]=[CH:7][CH:8]=1.[CH3:17][CH:18]1[CH2:23][CH2:22][CH:21]([CH2:24][C:25](O)=[O:26])[CH2:20][CH2:19]1.F[P-](F)(F)(F)(F)F.N1(O[P+](N(C)C)(N(C)C)N(C)C)C2C=CC=CC=2N=N1. The catalyst is CN(C)C=O. The product is [CH3:17][CH:18]1[CH2:23][CH2:22][CH:21]([CH2:24][C:25]([N:12]2[CH2:11][CH2:10][N:9]([C:4]3[C:3]([C:2]([F:1])([F:15])[F:16])=[CH:8][CH:7]=[CH:6][N:5]=3)[CH2:14][CH2:13]2)=[O:26])[CH2:20][CH2:19]1. The yield is 0.430. (8) The reactants are [C:1]([C:5]1[CH:10]=[C:9]([O:11][CH3:12])[CH:8]=[CH:7][C:6]=1[OH:13])([CH3:4])([CH3:3])[CH3:2].Br[CH2:15][C:16]([O:18][CH3:19])=[O:17].C(=O)([O-])[O-].[Cs+].[Cs+]. The catalyst is C(#N)C. The product is [C:1]([C:5]1[CH:10]=[C:9]([O:11][CH3:12])[CH:8]=[CH:7][C:6]=1[O:13][CH2:15][C:16]([O:18][CH3:19])=[O:17])([CH3:4])([CH3:2])[CH3:3]. The yield is 0.620.